From a dataset of Peptide-MHC class I binding affinity with 185,985 pairs from IEDB/IMGT. Regression. Given a peptide amino acid sequence and an MHC pseudo amino acid sequence, predict their binding affinity value. This is MHC class I binding data. (1) The peptide sequence is EPGPVTAQV. The MHC is HLA-B35:01 with pseudo-sequence HLA-B35:01. The binding affinity (normalized) is 0.0641. (2) The peptide sequence is KSAFYQSYL. The MHC is BoLA-JSP.1 with pseudo-sequence BoLA-JSP.1. The binding affinity (normalized) is 0.543.